This data is from Forward reaction prediction with 1.9M reactions from USPTO patents (1976-2016). The task is: Predict the product of the given reaction. (1) Given the reactants Cl.NO.C([N:7](CC)C(C)C)(C)C.C(OC(=O)[NH:17][C:18](=S)[NH:19][C:20]1[C:25]([CH3:26])=[N:24][CH:23]=[C:22]([CH3:27])[N:21]=1)C, predict the reaction product. The product is: [CH3:27][C:22]1[N:21]2[N:7]=[C:18]([NH2:17])[N:19]=[C:20]2[C:25]([CH3:26])=[N:24][CH:23]=1. (2) Given the reactants C1(C(=[N:14][N:15]=[C:16]([CH:23]([F:25])[F:24])[CH2:17]C(OCC)=O)C2C=CC=CC=2)C=CC=CC=1.[F:26][CH:27]([F:33])[C:28](OCC)=O.CC(C)([O-:37])C.[K+].[C:40]([O:44][CH3:45])(C)([CH3:42])C, predict the reaction product. The product is: [F:33][CH:27]([F:26])[C:28]1[C:17]([C:45]([O:44][CH2:40][CH3:42])=[O:37])=[C:16]([CH:23]([F:25])[F:24])[NH:15][N:14]=1. (3) Given the reactants CN1C=C(CN(C)C(C2N(C3C=CC(F)=CC=3)C(S)=NC=2)=O)C(C)=N1.[F:26][C:27]1[CH:32]=[CH:31][C:30]([N:33]2[C:37]([C:38]([O:40]CC)=[O:39])=[CH:36][N:35]=[C:34]2[CH2:43][CH2:44][C:45]2[CH:50]=[CH:49][CH:48]=[CH:47][C:46]=2[C:51]([F:54])([F:53])[F:52])=[CH:29][CH:28]=1.[OH-].[Li+].C1COCC1, predict the reaction product. The product is: [F:26][C:27]1[CH:32]=[CH:31][C:30]([N:33]2[C:37]([C:38]([OH:40])=[O:39])=[CH:36][N:35]=[C:34]2[CH2:43][CH2:44][C:45]2[CH:50]=[CH:49][CH:48]=[CH:47][C:46]=2[C:51]([F:53])([F:52])[F:54])=[CH:29][CH:28]=1. (4) The product is: [Br:1][C:2]1[CH:3]=[C:4]([C:8]2[CH:12]=[CH:11][N:10]([CH:15]([CH3:17])[CH3:16])[N:9]=2)[S:5][C:6]=1[Br:7].[Br:1][C:2]1[CH:3]=[C:4]([C:8]2[N:9]([CH:15]([CH3:17])[CH3:16])[N:10]=[CH:11][CH:12]=2)[S:5][C:6]=1[Br:7]. Given the reactants [Br:1][C:2]1[CH:3]=[C:4]([C:8]2[CH:12]=[CH:11][NH:10][N:9]=2)[S:5][C:6]=1[Br:7].[H-].[Na+].[CH:15](I)([CH3:17])[CH3:16].O, predict the reaction product. (5) Given the reactants C([N:8]1[C:12]([NH:13][CH:14]2[CH2:19][CH2:18][O:17][CH2:16][CH2:15]2)=[CH:11][N:10]=[N:9]1)C1C=CC=CC=1.C([O-])=O.[NH4+].C(O)(=O)C, predict the reaction product. The product is: [O:17]1[CH2:18][CH2:19][CH:14]([NH:13][C:12]2[NH:8][N:9]=[N:10][CH:11]=2)[CH2:15][CH2:16]1.